Dataset: Full USPTO retrosynthesis dataset with 1.9M reactions from patents (1976-2016). Task: Predict the reactants needed to synthesize the given product. (1) Given the product [Cl:29][C:20]1[N:21]=[C:22]([N:23]2[CH2:24][CH2:25][O:26][CH2:27][CH2:28]2)[C:17]2[CH:16]=[C:15]([CH2:14][N:11]3[CH2:12][CH2:13][NH:8][CH2:9][CH2:10]3)[S:30][C:18]=2[N:19]=1, predict the reactants needed to synthesize it. The reactants are: C(OC([N:8]1[CH2:13][CH2:12][N:11]([CH2:14][C:15]2[S:30][C:18]3[N:19]=[C:20]([Cl:29])[N:21]=[C:22]([N:23]4[CH2:28][CH2:27][O:26][CH2:25][CH2:24]4)[C:17]=3[CH:16]=2)[CH2:10][CH2:9]1)=O)(C)(C)C.Cl. (2) The reactants are: [F:1][C:2]1[CH:7]=[CH:6][C:5]([C:8]2[C:28](=[O:29])[N:27]([CH3:30])[C:11]3[N:12]([CH3:26])[C:13]4[C:18]([C:10]=3[CH:9]=2)=[CH:17][C:16]([C:19]2[N:20]=[C:21]([CH2:24][OH:25])[S:22][CH:23]=2)=[CH:15][CH:14]=4)=[CH:4][CH:3]=1.I[CH2:32][CH3:33]. Given the product [CH2:32]([O:25][CH2:24][C:21]1[S:22][CH:23]=[C:19]([C:16]2[CH:17]=[C:18]3[C:13](=[CH:14][CH:15]=2)[N:12]([CH3:26])[C:11]2[N:27]([CH3:30])[C:28](=[O:29])[C:8]([C:5]4[CH:6]=[CH:7][C:2]([F:1])=[CH:3][CH:4]=4)=[CH:9][C:10]3=2)[N:20]=1)[CH3:33], predict the reactants needed to synthesize it. (3) Given the product [CH3:25][O:24][C:21]1[CH:22]=[C:23]2[C:18](=[CH:19][C:20]=1[O:26][CH3:27])[N:17]=[CH:16][CH:15]=[C:14]2[O:1][C:2]1[CH:3]=[C:4]2[C:9](=[CH:10][C:11]=1[CH3:12])[N:8]=[CH:7][CH:6]=[CH:5]2, predict the reactants needed to synthesize it. The reactants are: [OH:1][C:2]1[CH:3]=[C:4]2[C:9](=[CH:10][C:11]=1[CH3:12])[N:8]=[CH:7][CH:6]=[CH:5]2.Cl[C:14]1[C:23]2[C:18](=[CH:19][C:20]([O:26][CH3:27])=[C:21]([O:24][CH3:25])[CH:22]=2)[N:17]=[CH:16][CH:15]=1.O. (4) Given the product [CH2:32]([O:31][CH:4]([CH2:5][C:6]1[CH:11]=[CH:10][C:9]([O:12][CH2:13][C:14]2[S:18][C:17]([C:19]3[CH:24]=[CH:23][C:22]([C:25]([F:28])([F:27])[F:26])=[CH:21][CH:20]=3)=[N:16][C:15]=2[CH3:29])=[CH:8][C:7]=1[CH3:30])[C:3]([OH:36])=[O:2])[CH2:33][CH2:34][CH3:35], predict the reactants needed to synthesize it. The reactants are: C[O:2][C:3](=[O:36])[CH:4]([O:31][CH2:32][CH2:33][CH2:34][CH3:35])[CH2:5][C:6]1[CH:11]=[CH:10][C:9]([O:12][CH2:13][C:14]2[S:18][C:17]([C:19]3[CH:24]=[CH:23][C:22]([C:25]([F:28])([F:27])[F:26])=[CH:21][CH:20]=3)=[N:16][C:15]=2[CH3:29])=[CH:8][C:7]=1[CH3:30].[Li+].[OH-]. (5) Given the product [CH2:1]([NH:3][C:4](=[O:43])[NH:5][C:6]1[N:11]=[CH:10][C:9]([C:12]2[CH:13]=[C:14]3[C:19](=[CH:20][CH:21]=2)[N:18]([CH2:22][C@H:23]2[CH2:27][CH2:26][N:25]([CH2:53][CH2:52][N:46]4[CH2:51][CH2:50][O:49][CH2:48][CH2:47]4)[CH2:24]2)[CH:17]=[C:16]([C:28]([O:30][CH2:31][CH3:32])=[O:29])[C:15]3=[O:33])=[C:8]([C:34]2[S:35][CH:36]=[C:37]([C:39]([F:42])([F:41])[F:40])[N:38]=2)[CH:7]=1)[CH3:2], predict the reactants needed to synthesize it. The reactants are: [CH2:1]([NH:3][C:4](=[O:43])[NH:5][C:6]1[N:11]=[CH:10][C:9]([C:12]2[CH:13]=[C:14]3[C:19](=[CH:20][CH:21]=2)[N:18]([CH2:22][C@H:23]2[CH2:27][CH2:26][NH:25][CH2:24]2)[CH:17]=[C:16]([C:28]([O:30][CH2:31][CH3:32])=[O:29])[C:15]3=[O:33])=[C:8]([C:34]2[S:35][CH:36]=[C:37]([C:39]([F:42])([F:41])[F:40])[N:38]=2)[CH:7]=1)[CH3:2].Cl.O.[N:46]1([CH2:52][CH:53]=O)[CH2:51][CH2:50][O:49][CH2:48][CH2:47]1.C([BH3-])#N. (6) Given the product [NH2:13][C:14]1[O:6][C:5]([C:4]2[CH:9]=[C:10]([OH:12])[CH:11]=[C:2]([Br:1])[CH:3]=2)=[N:7][N:8]=1, predict the reactants needed to synthesize it. The reactants are: [Br:1][C:2]1[CH:3]=[C:4]([CH:9]=[C:10]([OH:12])[CH:11]=1)[C:5]([NH:7][NH2:8])=[O:6].[N:13]#[C:14]Br.C(=O)(O)[O-].[Na+].CCCCCC.